This data is from Forward reaction prediction with 1.9M reactions from USPTO patents (1976-2016). The task is: Predict the product of the given reaction. (1) The product is: [CH2:37]([O:39][C:29]([C:26]1[CH:27]=[C:28]2[C:23](=[CH:24][CH:25]=1)[NH:22][N:21]=[C:20]2[C:15]1[CH:14]=[CH:13][C:12]2[C:17](=[CH:18][CH:19]=[C:10]([O:9][CH2:8][CH2:7][C:3]3[CH:2]=[N:1][CH:6]=[CH:5][CH:4]=3)[CH:11]=2)[CH:16]=1)=[NH:30])[CH3:38]. Given the reactants [N:1]1[CH:6]=[CH:5][CH:4]=[C:3]([CH2:7][CH2:8][O:9][C:10]2[CH:11]=[C:12]3[C:17](=[CH:18][CH:19]=2)[CH:16]=[C:15]([C:20]2[C:28]4[C:23](=[CH:24][CH:25]=[C:26]([C:29]#[N:30])[CH:27]=4)[N:22](C4CCCCO4)[N:21]=2)[CH:14]=[CH:13]3)[CH:2]=1.[CH2:37]([OH:39])[CH3:38], predict the reaction product. (2) Given the reactants [CH3:1][N:2]1[CH:6]=[C:5]([C:7]([OH:9])=O)[CH:4]=[N:3]1.[CH3:10][NH:11][CH2:12][CH3:13], predict the reaction product. The product is: [CH2:12]([N:11]([CH3:10])[C:7]([C:5]1[CH:4]=[N:3][N:2]([CH3:1])[CH:6]=1)=[O:9])[CH3:13].